Predict the reactants needed to synthesize the given product. From a dataset of Full USPTO retrosynthesis dataset with 1.9M reactions from patents (1976-2016). (1) Given the product [Br:21][C:22]1[C:26]2[CH:27]=[CH:28][CH:29]=[CH:30][C:25]=2[O:24][C:23]=1[CH2:31][Br:1], predict the reactants needed to synthesize it. The reactants are: [Br:1]N1C(=O)CCC1=O.N(C(C)(C)C#N)=NC(C)(C)C#N.[Br:21][C:22]1[C:26]2[CH:27]=[CH:28][CH:29]=[CH:30][C:25]=2[O:24][C:23]=1[CH3:31]. (2) Given the product [SH:13][C:12]1[NH:11][C:10]2[CH:9]=[CH:8][C:4]([C:5]([OH:7])=[O:6])=[CH:3][C:2]=2[N:1]=1, predict the reactants needed to synthesize it. The reactants are: [NH2:1][C:2]1[CH:3]=[C:4]([CH:8]=[CH:9][C:10]=1[NH2:11])[C:5]([OH:7])=[O:6].[C:12](=S)=[S:13].[OH-].[K+]. (3) The reactants are: [NH2:1][C:2]1[N:7]=[CH:6][N:5]=[C:4]2[N:8]([CH:12]3[CH2:17][CH2:16][CH:15]([N:18]4[CH2:23][CH2:22][NH:21][C:20](=[O:24])[CH2:19]4)[CH2:14][CH2:13]3)[N:9]=[C:10](I)[C:3]=12.[CH3:25][C:26]1[CH:27]=[C:28]([CH3:52])[C:29]2[O:33][C:32]([NH:34][C:35]3[CH:40]=[CH:39][C:38](B4OC(C)(C)C(C)(C)O4)=[CH:37][C:36]=3[F:50])=[N:31][C:30]=2[CH:51]=1.C(=O)([O-])[O-].[Na+].[Na+]. Given the product [NH2:1][C:2]1[N:7]=[CH:6][N:5]=[C:4]2[N:8]([C@H:12]3[CH2:17][CH2:16][C@H:15]([N:18]4[CH2:23][CH2:22][NH:21][C:20](=[O:24])[CH2:19]4)[CH2:14][CH2:13]3)[N:9]=[C:10]([C:38]3[CH:39]=[CH:40][C:35]([NH:34][C:32]4[O:33][C:29]5[C:28]([CH3:52])=[CH:27][C:26]([CH3:25])=[CH:51][C:30]=5[N:31]=4)=[C:36]([F:50])[CH:37]=3)[C:3]=12, predict the reactants needed to synthesize it. (4) Given the product [CH3:1][C:2]1[O:6][C:5]([C:7]2[CH:8]=[CH:9][CH:10]=[CH:11][CH:12]=2)=[N:4][C:3]=1[CH2:13][O:14][C:15]1[CH:16]=[CH:17][C:18]([CH2:19][O:20][N:21]=[C:25]([C:33]2[CH:34]=[N:35][CH:36]=[CH:37][CH:38]=2)[CH2:26][CH2:27][C:28]([O:30][CH2:31][CH3:32])=[O:29])=[CH:22][CH:23]=1, predict the reactants needed to synthesize it. The reactants are: [CH3:1][C:2]1[O:6][C:5]([C:7]2[CH:12]=[CH:11][CH:10]=[CH:9][CH:8]=2)=[N:4][C:3]=1[CH2:13][O:14][C:15]1[CH:23]=[CH:22][C:18]([CH2:19][O:20][NH2:21])=[CH:17][CH:16]=1.O=[C:25]([C:33]1[CH:34]=[N:35][CH:36]=[CH:37][CH:38]=1)[CH2:26][CH2:27][C:28]([O:30][CH2:31][CH3:32])=[O:29].C(O)(=O)C.C([O-])(=O)C.[Na+]. (5) Given the product [N+:15]([C:12]1[CH:13]=[CH:14][C:9]([N:1]2[CH2:7][CH2:6][CH2:5][NH:4][CH2:3][CH2:2]2)=[CH:10][CH:11]=1)([O-:17])=[O:16], predict the reactants needed to synthesize it. The reactants are: [NH:1]1[CH2:7][CH2:6][CH2:5][NH:4][CH2:3][CH2:2]1.F[C:9]1[CH:14]=[CH:13][C:12]([N+:15]([O-:17])=[O:16])=[CH:11][CH:10]=1. (6) Given the product [O:9]=[CH:10][C@H:11]([C@@H:13]([C@H:15]([C@H:17]([CH2:19][OH:20])[OH:18])[OH:16])[OH:14])[OH:12].[O:74]=[O:2], predict the reactants needed to synthesize it. The reactants are: P([O-])([O-])([O-])=[O:2].[K+].[K+].[K+].[O:9]=[CH:10][C@@H:11]([C@H:13]([C@@H:15]([C@@H:17]([CH2:19][OH:20])[OH:18])[OH:16])[OH:14])[OH:12].C[C@]1(O)[C@@H]2C(=C(O)[C@]3(O)C(=O)C(C(N)=O)=C(O)[C@@H](N(C)C)[C@@H]3C2)C(=O)C2C(O)=CC=CC1=2.S(=O)(=O)(O)O.C([O-])(=O)CC(CC([O-])=O)(C([O-])=O)O.[Na+].[Na+].[Na+].[OH-:74].[Na+].OP(O)(O)=O.